Dataset: NCI-60 drug combinations with 297,098 pairs across 59 cell lines. Task: Regression. Given two drug SMILES strings and cell line genomic features, predict the synergy score measuring deviation from expected non-interaction effect. (1) Drug 1: C1CC(C1)(C(=O)O)C(=O)O.[NH2-].[NH2-].[Pt+2]. Drug 2: CC(C)(C#N)C1=CC(=CC(=C1)CN2C=NC=N2)C(C)(C)C#N. Cell line: CAKI-1. Synergy scores: CSS=4.75, Synergy_ZIP=-0.390, Synergy_Bliss=4.28, Synergy_Loewe=-0.114, Synergy_HSA=0.208. (2) Drug 1: C1CC(C1)(C(=O)O)C(=O)O.[NH2-].[NH2-].[Pt+2]. Drug 2: C(=O)(N)NO. Cell line: RPMI-8226. Synergy scores: CSS=9.81, Synergy_ZIP=-2.46, Synergy_Bliss=-0.661, Synergy_Loewe=-19.2, Synergy_HSA=-5.28. (3) Drug 1: CC1C(C(CC(O1)OC2CC(CC3=C2C(=C4C(=C3O)C(=O)C5=C(C4=O)C(=CC=C5)OC)O)(C(=O)C)O)N)O.Cl. Drug 2: C1CC(C1)(C(=O)O)C(=O)O.[NH2-].[NH2-].[Pt+2]. Cell line: A549. Synergy scores: CSS=32.7, Synergy_ZIP=-14.5, Synergy_Bliss=-4.62, Synergy_Loewe=-11.4, Synergy_HSA=-1.83. (4) Drug 1: COC1=NC(=NC2=C1N=CN2C3C(C(C(O3)CO)O)O)N. Drug 2: CC1CCCC2(C(O2)CC(NC(=O)CC(C(C(=O)C(C1O)C)(C)C)O)C(=CC3=CSC(=N3)C)C)C. Cell line: OVCAR-5. Synergy scores: CSS=44.4, Synergy_ZIP=2.16, Synergy_Bliss=-1.79, Synergy_Loewe=-31.8, Synergy_HSA=-1.36. (5) Drug 1: CS(=O)(=O)CCNCC1=CC=C(O1)C2=CC3=C(C=C2)N=CN=C3NC4=CC(=C(C=C4)OCC5=CC(=CC=C5)F)Cl. Drug 2: CC1=C(N=C(N=C1N)C(CC(=O)N)NCC(C(=O)N)N)C(=O)NC(C(C2=CN=CN2)OC3C(C(C(C(O3)CO)O)O)OC4C(C(C(C(O4)CO)O)OC(=O)N)O)C(=O)NC(C)C(C(C)C(=O)NC(C(C)O)C(=O)NCCC5=NC(=CS5)C6=NC(=CS6)C(=O)NCCC[S+](C)C)O. Cell line: NCI-H226. Synergy scores: CSS=19.4, Synergy_ZIP=-6.84, Synergy_Bliss=-0.0938, Synergy_Loewe=-10.7, Synergy_HSA=-1.61. (6) Drug 1: CC1=C(C(=O)C2=C(C1=O)N3CC4C(C3(C2COC(=O)N)OC)N4)N. Drug 2: CC(C)CN1C=NC2=C1C3=CC=CC=C3N=C2N. Cell line: SF-539. Synergy scores: CSS=33.7, Synergy_ZIP=3.02, Synergy_Bliss=-1.24, Synergy_Loewe=-23.0, Synergy_HSA=-8.42. (7) Drug 1: C1C(C(OC1N2C=C(C(=O)NC2=O)F)CO)O. Drug 2: CC1=C(C=C(C=C1)NC(=O)C2=CC=C(C=C2)CN3CCN(CC3)C)NC4=NC=CC(=N4)C5=CN=CC=C5. Cell line: U251. Synergy scores: CSS=31.3, Synergy_ZIP=-8.65, Synergy_Bliss=-3.81, Synergy_Loewe=-10.7, Synergy_HSA=2.64.